Dataset: NCI-60 drug combinations with 297,098 pairs across 59 cell lines. Task: Regression. Given two drug SMILES strings and cell line genomic features, predict the synergy score measuring deviation from expected non-interaction effect. (1) Drug 1: CC1CCC2CC(C(=CC=CC=CC(CC(C(=O)C(C(C(=CC(C(=O)CC(OC(=O)C3CCCCN3C(=O)C(=O)C1(O2)O)C(C)CC4CCC(C(C4)OC)OCCO)C)C)O)OC)C)C)C)OC. Drug 2: C(=O)(N)NO. Cell line: CCRF-CEM. Synergy scores: CSS=11.6, Synergy_ZIP=-3.66, Synergy_Bliss=4.58, Synergy_Loewe=-11.1, Synergy_HSA=-2.24. (2) Drug 1: CN1CCC(CC1)COC2=C(C=C3C(=C2)N=CN=C3NC4=C(C=C(C=C4)Br)F)OC. Drug 2: C(CC(=O)O)C(=O)CN.Cl. Cell line: HCT-15. Synergy scores: CSS=0.941, Synergy_ZIP=-4.14, Synergy_Bliss=-5.70, Synergy_Loewe=-13.6, Synergy_HSA=-6.22. (3) Drug 1: CN(C)C1=NC(=NC(=N1)N(C)C)N(C)C. Drug 2: C1=CC(=CC=C1C#N)C(C2=CC=C(C=C2)C#N)N3C=NC=N3. Cell line: OVCAR3. Synergy scores: CSS=-2.03, Synergy_ZIP=0.708, Synergy_Bliss=-1.83, Synergy_Loewe=-3.07, Synergy_HSA=-4.56. (4) Drug 1: CS(=O)(=O)CCNCC1=CC=C(O1)C2=CC3=C(C=C2)N=CN=C3NC4=CC(=C(C=C4)OCC5=CC(=CC=C5)F)Cl. Drug 2: C1=CN(C=N1)CC(O)(P(=O)(O)O)P(=O)(O)O. Cell line: A549. Synergy scores: CSS=1.26, Synergy_ZIP=-0.489, Synergy_Bliss=3.64, Synergy_Loewe=-6.41, Synergy_HSA=-1.98. (5) Drug 1: CC12CCC3C(C1CCC2=O)CC(=C)C4=CC(=O)C=CC34C. Drug 2: CC12CCC3C(C1CCC2O)C(CC4=C3C=CC(=C4)O)CCCCCCCCCS(=O)CCCC(C(F)(F)F)(F)F. Cell line: COLO 205. Synergy scores: CSS=36.3, Synergy_ZIP=1.38, Synergy_Bliss=0.0318, Synergy_Loewe=-3.26, Synergy_HSA=-2.18.